This data is from Forward reaction prediction with 1.9M reactions from USPTO patents (1976-2016). The task is: Predict the product of the given reaction. (1) Given the reactants [CH2:1]([O:4][CH2:5][CH2:6][CH2:7][CH2:8][N:9]1[CH2:14][CH2:13][C:12](=O)[CH2:11][CH2:10]1)[CH2:2][CH3:3].Cl.[NH2:17][OH:18], predict the reaction product. The product is: [CH2:1]([O:4][CH2:5][CH2:6][CH2:7][CH2:8][N:9]1[CH2:14][CH2:13][C:12](=[N:17][OH:18])[CH2:11][CH2:10]1)[CH2:2][CH3:3]. (2) The product is: [Cl:1][C:2]1[C:11]2[C:6](=[CH:7][CH:8]=[C:9]([S:21][CH3:22])[CH:10]=2)[N:5]=[N:4][C:3]=1[C:13]([NH2:15])=[O:14]. Given the reactants [Cl:1][C:2]1[C:11]2[C:6](=[CH:7][CH:8]=[C:9](I)[CH:10]=2)[N:5]=[N:4][C:3]=1[C:13]([NH2:15])=[O:14].C([Sn](CCCC)(CCCC)[S:21][CH3:22])CCC, predict the reaction product.